This data is from Catalyst prediction with 721,799 reactions and 888 catalyst types from USPTO. The task is: Predict which catalyst facilitates the given reaction. (1) Reactant: [NH:1]1[C:9]2[C:4](=[CH:5][CH:6]=[C:7]([C:10](O)=[O:11])[CH:8]=2)[CH:3]=[CH:2]1.C1COCC1.[H-].[Al+3].[Li+].[H-].[H-].[H-].C(OCC)(=O)C. Product: [NH:1]1[C:9]2[C:4](=[CH:5][CH:6]=[C:7]([CH2:10][OH:11])[CH:8]=2)[CH:3]=[CH:2]1. The catalyst class is: 72. (2) Reactant: [Si]([O:18][CH2:19][CH:20]([O:25][CH3:26])[C:21]([NH:23][CH3:24])=[O:22])(C(C)(C)C)(C1C=CC=CC=1)C1C=CC=CC=1.[F-].C([N+](CCCC)(CCCC)CCCC)CCC. Product: [OH:18][CH2:19][CH:20]([O:25][CH3:26])[C:21]([NH:23][CH3:24])=[O:22]. The catalyst class is: 20. (3) Reactant: [NH2:1][C:2]1[C:11]([I:12])=[CH:10][C:5]([C:6]([O:8][CH3:9])=[O:7])=[C:4]([Cl:13])[CH:3]=1.C([O-])([O-])=O.[Ca+2].I[Cl:20]. Product: [NH2:1][C:2]1[C:11]([I:12])=[CH:10][C:5]([C:6]([O:8][CH3:9])=[O:7])=[C:4]([Cl:13])[CH:3]=1.[NH2:1][C:2]1[CH:3]=[CH:4][C:5]([C:6]([O:8][CH3:9])=[O:7])=[C:10]([Cl:20])[C:11]=1[I:12]. The catalyst class is: 100. (4) Reactant: O1CCCCC1[N:7]1[CH:15]=[N:14][C:13]2[C:8]1=[N:9][CH:10]=[N:11][C:12]=2[C:16]1[C:17]([NH:22][C:23]2[CH:24]=[CH:25][C:26]([NH:29]C(=O)C)=[N:27][CH:28]=2)=[N:18][CH:19]=[CH:20][CH:21]=1. Product: [N:11]1[C:12]([C:16]2[C:17]([NH:22][C:23]3[CH:28]=[N:27][C:26]([NH2:29])=[CH:25][CH:24]=3)=[N:18][CH:19]=[CH:20][CH:21]=2)=[C:13]2[C:8]([NH:7][CH:15]=[N:14]2)=[N:9][CH:10]=1. The catalyst class is: 33.